Dataset: Reaction yield outcomes from USPTO patents with 853,638 reactions. Task: Predict the reaction yield, written as a fraction of the theoretical maximum amount of product (1.0 means a 100% yield; for example, 0.34 means a 34% yield). (1) The reactants are [NH2:1][CH2:2][CH2:3][N:4]1[CH:12]=[C:11]2[C:6]([N:7]=[C:8]([C:26]3[CH:31]=[CH:30][C:29]([F:32])=[CH:28][CH:27]=3)[C:9]([C:20]3[CH:25]=[CH:24][N:23]=[CH:22][CH:21]=3)=[C:10]2[C:13]2[CH:18]=[CH:17][C:16]([F:19])=[CH:15][CH:14]=2)=[N:5]1.[CH3:33][S:34](Cl)(=[O:36])=[O:35]. The catalyst is CN(C1C=CN=CC=1)C.N1C=CC=CC=1. The product is [F:19][C:16]1[CH:17]=[CH:18][C:13]([C:10]2[C:11]3[C:6](=[N:5][N:4]([CH2:3][CH2:2][NH:1][S:34]([CH3:33])(=[O:36])=[O:35])[CH:12]=3)[N:7]=[C:8]([C:26]3[CH:27]=[CH:28][C:29]([F:32])=[CH:30][CH:31]=3)[C:9]=2[C:20]2[CH:25]=[CH:24][N:23]=[CH:22][CH:21]=2)=[CH:14][CH:15]=1. The yield is 0.950. (2) The reactants are [CH:1]1([NH:7][C:8]2[C:13]([NH2:14])=[CH:12][N:11]=[C:10]3[NH:15][CH:16]=[CH:17][C:9]=23)[CH2:6][CH2:5][CH2:4][CH2:3][CH2:2]1.[CH:18](OCC)(OCC)OCC.O.C1(C)C=CC(S(O)(=O)=O)=CC=1. No catalyst specified. The product is [CH:1]1([N:7]2[C:8]3=[C:9]4[CH:17]=[CH:16][NH:15][C:10]4=[N:11][CH:12]=[C:13]3[N:14]=[CH:18]2)[CH2:2][CH2:3][CH2:4][CH2:5][CH2:6]1. The yield is 0.0200. (3) The reactants are [CH:1]1([CH2:7][NH2:8])[CH2:6][CH2:5][CH2:4][CH2:3][CH2:2]1.[C:9]([O:13][C:14]([N:16]1[CH2:22][CH2:21][C:20]2[C:23]([S:28][CH2:29][C:30]3[CH:31]=[N:32][C:33](Cl)=[CH:34][CH:35]=3)=[C:24]([Cl:27])[CH:25]=[CH:26][C:19]=2[CH2:18][CH2:17]1)=[O:15])([CH3:12])([CH3:11])[CH3:10].[Cl-].[NH4+]. The catalyst is CCOC(C)=O. The product is [C:9]([O:13][C:14]([N:16]1[CH2:22][CH2:21][C:20]2[C:23]([S:28][CH2:29][C:30]3[CH:31]=[N:32][C:33]([NH:8][CH2:7][CH:1]4[CH2:6][CH2:5][CH2:4][CH2:3][CH2:2]4)=[CH:34][CH:35]=3)=[C:24]([Cl:27])[CH:25]=[CH:26][C:19]=2[CH2:18][CH2:17]1)=[O:15])([CH3:12])([CH3:10])[CH3:11]. The yield is 0.400.